This data is from Peptide-MHC class I binding affinity with 185,985 pairs from IEDB/IMGT. The task is: Regression. Given a peptide amino acid sequence and an MHC pseudo amino acid sequence, predict their binding affinity value. This is MHC class I binding data. (1) The peptide sequence is FQPQNGDFI. The MHC is H-2-Db with pseudo-sequence H-2-Db. The binding affinity (normalized) is 0.784. (2) The peptide sequence is MAMTGLPQA. The MHC is HLA-B46:01 with pseudo-sequence HLA-B46:01. The binding affinity (normalized) is 0.0847.